This data is from Full USPTO retrosynthesis dataset with 1.9M reactions from patents (1976-2016). The task is: Predict the reactants needed to synthesize the given product. (1) Given the product [I:1][C:2]1[CH:7]=[CH:6][N:5]=[C:4]([CH2:8][OH:9])[CH:3]=1, predict the reactants needed to synthesize it. The reactants are: [I:1][C:2]1[CH:7]=[CH:6][N:5]=[C:4]([CH2:8][O:9]C(=O)C)[CH:3]=1.CO.[OH-].[Na+]. (2) The reactants are: C(OC(=O)[NH:7][C:8]1[CH:13]=[CH:12][C:11]([C:14]2[CH:19]=[CH:18][CH:17]=[C:16]([O:20][CH3:21])[CH:15]=2)=[CH:10][C:9]=1[NH:22][C:23](=[O:35])[CH2:24][C:25]([C:27]1[CH:32]=[CH:31][CH:30]=[C:29]([C:33]#[N:34])[CH:28]=1)=O)(C)(C)C.C(O)(C(F)(F)F)=O. Given the product [CH3:21][O:20][C:16]1[CH:15]=[C:14]([C:11]2[CH:12]=[CH:13][C:8]3[N:7]=[C:25]([C:27]4[CH:28]=[C:29]([CH:30]=[CH:31][CH:32]=4)[C:33]#[N:34])[CH2:24][C:23](=[O:35])[NH:22][C:9]=3[CH:10]=2)[CH:19]=[CH:18][CH:17]=1, predict the reactants needed to synthesize it. (3) Given the product [CH3:18][O:15][C:14]([C:12]1([CH3:17])[CH2:13][CH:11]1[C:9](=[O:10])[NH:8][C:5]1[CH:4]=[CH:3][C:2]([Cl:1])=[CH:7][N:6]=1)=[O:16], predict the reactants needed to synthesize it. The reactants are: [Cl:1][C:2]1[CH:3]=[CH:4][C:5]([NH:8][C:9]([CH:11]2[CH2:13][C:12]2([CH3:17])[C:14]([OH:16])=[O:15])=[O:10])=[N:6][CH:7]=1.[CH3:18]O. (4) Given the product [CH3:27][O:28][C:17]([C:12]1[NH:13][C:14]2[C:10]([C:11]=1[CH2:20][CH2:19][OH:18])=[CH:9][C:8]([CH2:7][C@H:5]1[CH2:4][O:3][C:2](=[O:1])[NH:6]1)=[CH:16][CH:15]=2)=[O:21], predict the reactants needed to synthesize it. The reactants are: [O:1]=[C:2]1[NH:6][C@@H:5]([CH2:7][C:8]2[CH:9]=[C:10]3[C:14](=[CH:15][CH:16]=2)[NH:13][C:12]2[C:17](=[O:21])[O:18][CH2:19][CH2:20][C:11]3=2)[CH2:4][O:3]1.CS(O)(=O)=O.[CH3:27][OH:28]. (5) Given the product [N:8]1([C:11]([C:13]2[S:14][CH:15]=[CH:16][N:17]=2)=[O:12])[CH2:7][CH2:6][NH:5][CH2:10][CH2:9]1, predict the reactants needed to synthesize it. The reactants are: FC(F)(F)C([N:5]1[CH2:10][CH2:9][N:8]([C:11]([C:13]2[S:14][CH:15]=[CH:16][N:17]=2)=[O:12])[CH2:7][CH2:6]1)=O.C([O-])([O-])=O.[K+].[K+]. (6) Given the product [Br:37][C:34]1[CH:35]=[CH:36][C:31]([CH2:30][C@@:5]23[CH2:9][C@@H:8]([O:10][Si:11]([C:14]([CH3:16])([CH3:17])[CH3:15])([CH3:13])[CH3:12])[CH2:7][N:6]2[S:18](=[O:20])(=[O:19])[C:21]([C:22]2[CH:27]=[C:26]([Cl:28])[CH:25]=[C:24]([Cl:29])[CH:23]=2)=[C:3]3[OH:2])=[CH:32][CH:33]=1, predict the reactants needed to synthesize it. The reactants are: C[O:2][C:3]([C@:5]1([CH2:30][C:31]2[CH:36]=[CH:35][C:34]([Br:37])=[CH:33][CH:32]=2)[CH2:9][C@@H:8]([O:10][Si:11]([C:14]([CH3:17])([CH3:16])[CH3:15])([CH3:13])[CH3:12])[CH2:7][N:6]1[S:18]([CH2:21][C:22]1[CH:27]=[C:26]([Cl:28])[CH:25]=[C:24]([Cl:29])[CH:23]=1)(=[O:20])=[O:19])=O.C[Si](C)(C)N[Si](C)(C)C.[K].CCOC(C)=O.Cl. (7) Given the product [O:19]=[C:11]1[C:12]2[C:17](=[CH:16][CH:15]=[CH:14][CH:13]=2)[C:18]2[CH2:2][C:3]3[CH:4]=[CH:5][CH:6]=[CH:7][C:8]=3[C:9]=2[NH:10]1, predict the reactants needed to synthesize it. The reactants are: O[CH:2]1[C:18]2[C:17]3[C:12](=[CH:13][CH:14]=[CH:15][CH:16]=3)[C:11](=[O:19])[NH:10][C:9]=2[C:8]2[CH:7]=[CH:6][CH:5]=[CH:4][C:3]1=2.C([SiH](CC)CC)C. (8) Given the product [Cl:31][C:28]1[CH:29]=[CH:30][C:25]([O:24][C:22](=[O:23])[N:19]([N:10]2[CH2:11][CH2:12][C:13]3[C:18](=[CH:17][CH:16]=[CH:15][CH:14]=3)[CH2:9]2)[CH3:20])=[CH:26][CH:27]=1, predict the reactants needed to synthesize it. The reactants are: C(N(CC)CC)C.Cl.[CH2:9]1[C:18]2[C:13](=[CH:14][CH:15]=[CH:16][CH:17]=2)[CH2:12][CH2:11][N:10]1[NH:19][CH3:20].Cl[C:22]([O:24][C:25]1[CH:30]=[CH:29][C:28]([Cl:31])=[CH:27][CH:26]=1)=[O:23]. (9) Given the product [C:23]([C:21]1[CH:20]=[C:19]([NH:27][S:28]([CH3:31])(=[O:29])=[O:30])[C:18]([O:32][CH3:33])=[C:17]([NH:16][C:15](=[O:34])[NH:35][C:36]2[C:45]3[C:40](=[CH:41][CH:42]=[CH:43][CH:44]=3)[C:39]([O:46][C:47]3[CH:52]=[CH:51][N:50]=[C:49]([NH:53][C:54]4[CH:55]=[C:56]([CH:67]=[C:68]([C:70]#[CH:71])[CH:69]=4)[C:57]([NH:59][CH2:60][CH2:61][O:62][CH2:63][CH2:64][O:65][CH3:66])=[O:58])[CH:48]=3)=[CH:38][CH:37]=2)[CH:22]=1)([CH3:25])([CH3:26])[CH3:24], predict the reactants needed to synthesize it. The reactants are: CCN(CC)CC.C1(O[C:15](=[O:34])[NH:16][C:17]2[CH:22]=[C:21]([C:23]([CH3:26])([CH3:25])[CH3:24])[CH:20]=[C:19]([NH:27][S:28]([CH3:31])(=[O:30])=[O:29])[C:18]=2[O:32][CH3:33])C=CC=CC=1.[NH2:35][C:36]1[C:45]2[C:40](=[CH:41][CH:42]=[CH:43][CH:44]=2)[C:39]([O:46][C:47]2[CH:52]=[CH:51][N:50]=[C:49]([NH:53][C:54]3[CH:55]=[C:56]([CH:67]=[C:68]([C:70]#[CH:71])[CH:69]=3)[C:57]([NH:59][CH2:60][CH2:61][O:62][CH2:63][CH2:64][O:65][CH3:66])=[O:58])[CH:48]=2)=[CH:38][CH:37]=1.